The task is: Predict which catalyst facilitates the given reaction.. This data is from Catalyst prediction with 721,799 reactions and 888 catalyst types from USPTO. (1) Reactant: CO[C:3]([C:5]1[C:6](=[O:25])[C:7]([CH2:16][C:17]2[CH:22]=[CH:21][C:20]([F:23])=[C:19]([Cl:24])[CH:18]=2)([CH3:15])[N:8]2[C:12]([C:13]=1[OH:14])=[CH:11][CH:10]=[CH:9]2)=O.[C:26]([O:30][C:31](=[O:44])[NH:32][C:33]1[CH:38]=[CH:37][C:36]([NH2:39])=[C:35]([S:40](=[O:43])(=[O:42])[NH2:41])[CH:34]=1)([CH3:29])([CH3:28])[CH3:27].C(N(CC)CC)C.Cl. Product: [C:26]([O:30][C:31](=[O:44])[NH:32][C:33]1[CH:38]=[CH:37][C:36]2[NH:39][C:3]([C:5]3[C:6](=[O:25])[C:7]([CH2:16][C:17]4[CH:22]=[CH:21][C:20]([F:23])=[C:19]([Cl:24])[CH:18]=4)([CH3:15])[N:8]4[C:12]([C:13]=3[OH:14])=[CH:11][CH:10]=[CH:9]4)=[N:41][S:40](=[O:42])(=[O:43])[C:35]=2[CH:34]=1)([CH3:29])([CH3:27])[CH3:28]. The catalyst class is: 11. (2) Reactant: [CH3:1][N:2]([CH3:10])[N:3]1[CH2:8][CH2:7][C:6](=O)[CH2:5][CH2:4]1.C(N(CC)CC)C.Cl.[NH2:19][OH:20]. Product: [CH3:1][N:2]([CH3:10])[N:3]1[CH2:8][CH2:7][C:6](=[N:19][OH:20])[CH2:5][CH2:4]1. The catalyst class is: 5. (3) Reactant: [C:1]12[C:7](=[CH:8][CH:9]=[CH:10][CH:11]=1)[NH:6][C:5](=[O:12])[O:4][C:2]2=[O:3].Cl.Cl[CH2:15][C:16]1[CH:21]=[CH:20][CH:19]=[CH:18][N:17]=1.[H-].[Na+].O. Product: [N:17]1[CH:18]=[CH:19][CH:20]=[CH:21][C:16]=1[CH2:15][N:6]1[C:7]2[CH:8]=[CH:9][CH:10]=[CH:11][C:1]=2[C:2](=[O:3])[O:4][C:5]1=[O:12]. The catalyst class is: 3. (4) Reactant: [CH3:1][O:2][C:3](=[O:39])[CH2:4][CH2:5][CH2:6][N:7]([CH2:9][CH2:10][CH2:11][CH2:12][NH:13][C:14]1[CH:19]=[CH:18][CH:17]=[CH:16][C:15]=1[S:20](=[O:38])(=[O:37])[NH:21][C:22]([C@@:24]1([NH:29]C(OC(C)(C)C)=O)[CH2:26][C@H:25]1[CH:27]=[CH2:28])=[O:23])[CH3:8].C(O)(C(F)(F)F)=O. Product: [CH3:1][O:2][C:3](=[O:39])[CH2:4][CH2:5][CH2:6][N:7]([CH2:9][CH2:10][CH2:11][CH2:12][NH:13][C:14]1[CH:19]=[CH:18][CH:17]=[CH:16][C:15]=1[S:20](=[O:38])(=[O:37])[NH:21][C:22]([C@@:24]1([NH2:29])[CH2:26][C@H:25]1[CH:27]=[CH2:28])=[O:23])[CH3:8]. The catalyst class is: 2. (5) Reactant: [CH3:1][C@H:2]1[NH:6][C@H:5]([CH2:7][O:8][C:9]2[CH:18]=[CH:17][C:12]([C:13]([O:15][CH3:16])=[O:14])=[CH:11][CH:10]=2)[CH2:4][CH2:3]1.[CH3:19][C:20]1[CH:25]=[CH:24][CH:23]=[CH:22][C:21]=1[NH:26][C:27](=[O:41])[NH:28][C:29]1[CH:34]=[CH:33][C:32]([CH2:35][C:36](O)=[O:37])=[CH:31][C:30]=1[O:39][CH3:40].CCN=C=NCCCN(C)C.Cl.O. Product: [CH3:19][C:20]1[CH:25]=[CH:24][CH:23]=[CH:22][C:21]=1[NH:26][C:27](=[O:41])[NH:28][C:29]1[CH:34]=[CH:33][C:32]([CH2:35][C:36]([N:6]2[C@H:2]([CH3:1])[CH2:3][CH2:4][C@H:5]2[CH2:7][O:8][C:9]2[CH:18]=[CH:17][C:12]([C:13]([O:15][CH3:16])=[O:14])=[CH:11][CH:10]=2)=[O:37])=[CH:31][C:30]=1[O:39][CH3:40]. The catalyst class is: 3. (6) Reactant: [Br:1][C:2]1(Br)[CH2:14][CH2:13][C:12]2[C:11]3[C:6](=[CH:7][C:8]([Cl:16])=[C:9]([Cl:15])[CH:10]=3)[NH:5][C:4]=2[C:3]1=[O:17].[Li+].[Br-]. Product: [Br:1][C:2]1[CH:14]=[CH:13][C:12]2[C:11]3[C:6](=[CH:7][C:8]([Cl:16])=[C:9]([Cl:15])[CH:10]=3)[NH:5][C:4]=2[C:3]=1[OH:17]. The catalyst class is: 3.